From a dataset of Forward reaction prediction with 1.9M reactions from USPTO patents (1976-2016). Predict the product of the given reaction. (1) Given the reactants Cl[CH2:2][C:3]([N:5]1[CH2:10][CH2:9][N:8]([C:11]2[CH:16]=[CH:15][C:14]([F:17])=[CH:13][CH:12]=2)[CH2:7][CH2:6]1)=[O:4].C(=O)([O-])[O-].[K+].[K+].[N+:24]([C:27]1[CH:28]=[CH:29][CH:30]=[C:31]2[C:35]=1[NH:34][N:33]=[CH:32]2)([O-:26])=[O:25], predict the reaction product. The product is: [F:17][C:14]1[CH:15]=[CH:16][C:11]([N:8]2[CH2:9][CH2:10][N:5]([C:3](=[O:4])[CH2:2][N:34]3[C:35]4[C:31](=[CH:30][CH:29]=[CH:28][C:27]=4[N+:24]([O-:26])=[O:25])[CH:32]=[N:33]3)[CH2:6][CH2:7]2)=[CH:12][CH:13]=1. (2) Given the reactants [NH2:1][C@@:2]([C:13]1[CH:18]=[CH:17][C:16]([Cl:19])=[CH:15][CH:14]=1)([CH3:12])[CH:3]([C:5]1[CH:10]=[CH:9][CH:8]=[C:7]([Cl:11])[CH:6]=1)[OH:4].N1C=CN=C1.[C:25]([Si:29]([CH3:32])([CH3:31])Cl)([CH3:28])([CH3:27])[CH3:26], predict the reaction product. The product is: [Si:29]([O:4][CH:3]([C:5]1[CH:10]=[CH:9][CH:8]=[C:7]([Cl:11])[CH:6]=1)[C@@:2]([C:13]1[CH:14]=[CH:15][C:16]([Cl:19])=[CH:17][CH:18]=1)([NH2:1])[CH3:12])([C:25]([CH3:28])([CH3:27])[CH3:26])([CH3:32])[CH3:31]. (3) Given the reactants [NH2:1][C:2]1[C:7]([N+:8]([O-:10])=[O:9])=[CH:6][CH:5]=[CH:4][C:3]=1[NH2:11].[Cl:12][CH2:13][C:14](O)=O, predict the reaction product. The product is: [Cl:12][CH2:13][C:14]1[NH:11][C:3]2[CH:4]=[CH:5][CH:6]=[C:7]([N+:8]([O-:10])=[O:9])[C:2]=2[N:1]=1. (4) Given the reactants C(=O)([O-])[O-].[Cs+].[Cs+].Br[CH2:8][CH2:9][O:10][Si:11]([C:14]([CH3:17])([CH3:16])[CH3:15])([CH3:13])[CH3:12].[OH:18][C:19]1[CH:20]=[C:21]2[C:25](=[CH:26][CH:27]=1)[N:24]([C:28]([O:30][C:31]([CH3:34])([CH3:33])[CH3:32])=[O:29])[C:23]([C:35]([O:37][CH2:38][CH3:39])=[O:36])=[CH:22]2.CCOC(C)=O, predict the reaction product. The product is: [CH3:15][C:14]([Si:11]([CH3:13])([CH3:12])[O:10][CH2:9][CH2:8][O:18][C:19]1[CH:20]=[C:21]2[C:25](=[CH:26][CH:27]=1)[N:24]([C:28]([O:30][C:31]([CH3:32])([CH3:33])[CH3:34])=[O:29])[C:23]([C:35]([O:37][CH2:38][CH3:39])=[O:36])=[CH:22]2)([CH3:17])[CH3:16]. (5) Given the reactants FC(F)(F)C(O)=O.[CH:8]1([CH2:11][CH2:12][NH:13][C:14]2[N:22]=[C:21]3[C:17]([N:18]=[C:19]([O:23][CH3:24])[NH:20]3)=[C:16]([NH2:25])[N:15]=2)[CH2:10][CH2:9]1.C(=O)([O-])[O-].[K+].[K+].CS(O[CH2:37][CH:38]1[CH2:43][CH2:42][CH2:41][O:40][CH2:39]1)(=O)=O, predict the reaction product. The product is: [CH:8]1([CH2:11][CH2:12][NH:13][C:14]2[N:22]=[C:21]3[C:17]([N:18]=[C:19]([O:23][CH3:24])[N:20]3[CH2:37][CH:38]3[CH2:43][CH2:42][CH2:41][O:40][CH2:39]3)=[C:16]([NH2:25])[N:15]=2)[CH2:10][CH2:9]1. (6) Given the reactants C(OC(=O)COC1C=CC(Cl)=CC=1C#CC1C=NC=CC=1C)(C)(C)C.[C:26]([O:30][C:31](=[O:43])[CH2:32][O:33][C:34]1[CH:39]=[CH:38][C:37]([Cl:40])=[CH:36][C:35]=1[C:41]#[CH:42])([CH3:29])([CH3:28])[CH3:27].Br[C:45]1[CH:46]=[C:47]([CH:50]=[CH:51][C:52]=1[F:53])[CH2:48][OH:49], predict the reaction product. The product is: [C:26]([O:30][C:31](=[O:43])[CH2:32][O:33][C:34]1[CH:39]=[CH:38][C:37]([Cl:40])=[CH:36][C:35]=1[C:41]#[C:42][C:45]1[CH:46]=[C:47]([CH2:48][OH:49])[CH:50]=[CH:51][C:52]=1[F:53])([CH3:29])([CH3:28])[CH3:27]. (7) Given the reactants Br[C:2]1[CH:11]=[C:10]([N+:12]([O-:14])=[O:13])[CH:9]=[C:8]2[C:3]=1[CH2:4][N:5]([CH2:24][C:25]1[CH:30]=[CH:29][C:28]([O:31][CH3:32])=[CH:27][CH:26]=1)[C:6](=[O:23])[N:7]2[C:15]1[C:20]([Cl:21])=[CH:19][CH:18]=[CH:17][C:16]=1[Cl:22].C([O-])([O-])=O.[Na+].[Na+].[Cl:39][C:40]1[CH:45]=[CH:44][CH:43]=[CH:42][C:41]=1B(O)O.C(O)C.O, predict the reaction product. The product is: [Cl:39][C:40]1[CH:45]=[CH:44][CH:43]=[CH:42][C:41]=1[C:2]1[CH:11]=[C:10]([N+:12]([O-:14])=[O:13])[CH:9]=[C:8]2[C:3]=1[CH2:4][N:5]([CH2:24][C:25]1[CH:30]=[CH:29][C:28]([O:31][CH3:32])=[CH:27][CH:26]=1)[C:6](=[O:23])[N:7]2[C:15]1[C:20]([Cl:21])=[CH:19][CH:18]=[CH:17][C:16]=1[Cl:22]. (8) Given the reactants Br[C:2]1[S:6][C:5]([C:7]2[CH:8]=[CH:9][C:10]([F:15])=[C:11]([CH:14]=2)[C:12]#[N:13])=[N:4][CH:3]=1.CC1(C)C(C)(C)OB([C:24]2[CH:32]=[CH:31][CH:30]=[C:29]3[C:25]=2[CH2:26][CH2:27][C@@H:28]3[NH:33][C:34](=[O:40])[O:35][C:36]([CH3:39])([CH3:38])[CH3:37])O1.C(=O)([O-])[O-].[K+].[K+].N#N, predict the reaction product. The product is: [C:12]([C:11]1[CH:14]=[C:7]([C:5]2[S:6][C:2]([C:24]3[CH:32]=[CH:31][CH:30]=[C:29]4[C:25]=3[CH2:26][CH2:27][C@@H:28]4[NH:33][C:34](=[O:40])[O:35][C:36]([CH3:38])([CH3:37])[CH3:39])=[CH:3][N:4]=2)[CH:8]=[CH:9][C:10]=1[F:15])#[N:13]. (9) Given the reactants [F:1][C:2]([F:17])([F:16])[O:3][C:4]1[CH:9]=[CH:8][C:7]([NH2:10])=[C:6]([C:11]2[NH:12][N:13]=[CH:14][N:15]=2)[CH:5]=1.[Cl:18][CH2:19][C:20](Cl)=[O:21].O, predict the reaction product. The product is: [Cl:18][CH2:19][C:20]([NH:10][C:7]1[CH:8]=[CH:9][C:4]([O:3][C:2]([F:1])([F:16])[F:17])=[CH:5][C:6]=1[C:11]1[NH:12][N:13]=[CH:14][N:15]=1)=[O:21]. (10) Given the reactants [CH2:1]([O:3][C:4]([C:6]1[C:7](Br)=[N:8][O:9][C:10]=1[CH3:11])=[O:5])[CH3:2].[NH:13]1[CH2:17][CH2:16][CH2:15][CH2:14]1.CCN(P1(N(C)CCCN1C)=NC(C)(C)C)CC, predict the reaction product. The product is: [CH2:1]([O:3][C:4]([C:6]1[C:7]([N:13]2[CH2:17][CH2:16][CH2:15][CH2:14]2)=[N:8][O:9][C:10]=1[CH3:11])=[O:5])[CH3:2].